From a dataset of Full USPTO retrosynthesis dataset with 1.9M reactions from patents (1976-2016). Predict the reactants needed to synthesize the given product. (1) Given the product [O:1]([C:8]1[CH:9]=[C:10]2[C:11]([CH:14]=[CH:18][NH:15]2)=[CH:12][CH:13]=1)[C:2]1[CH:7]=[CH:6][CH:5]=[CH:4][CH:3]=1, predict the reactants needed to synthesize it. The reactants are: [O:1]([C:8]1[CH:13]=[CH:12][C:11]([CH3:14])=[C:10]([N+:15]([O-])=O)[CH:9]=1)[C:2]1[CH:7]=[CH:6][CH:5]=[CH:4][CH:3]=1.[CH3:18]N(C=O)C. (2) Given the product [Cl:29][C:26]1[CH:27]=[CH:28][C:23]([N:21]([OH:22])[C:19](=[O:20])[NH:18][C:15]2[CH:14]=[CH:13][C:12]([N:8]3[C:9]4[C:5](=[CH:4][C:3]([NH:2][C:36](=[O:37])[N:35]([CH3:39])[CH3:34])=[CH:11][CH:10]=4)[CH:6]=[CH:7]3)=[CH:17][CH:16]=2)=[CH:24][C:25]=1[C:30]([F:33])([F:32])[F:31], predict the reactants needed to synthesize it. The reactants are: Cl.[NH2:2][C:3]1[CH:4]=[C:5]2[C:9](=[CH:10][CH:11]=1)[N:8]([C:12]1[CH:17]=[CH:16][C:15]([NH:18][C:19]([N:21]([C:23]3[CH:28]=[CH:27][C:26]([Cl:29])=[C:25]([C:30]([F:33])([F:32])[F:31])[CH:24]=3)[OH:22])=[O:20])=[CH:14][CH:13]=1)[CH:7]=[CH:6]2.[CH3:34][N:35]([CH3:39])[C:36](Cl)=[O:37].